From a dataset of Forward reaction prediction with 1.9M reactions from USPTO patents (1976-2016). Predict the product of the given reaction. (1) Given the reactants [CH3:1][N:2]1[CH:6]=[C:5]([C:7]2[N:12]=[C:11]([C:13]3[CH:14]=[N:15][N:16]([CH2:18][O:19][CH2:20][CH2:21][Si:22]([CH3:25])([CH3:24])[CH3:23])[CH:17]=3)[N:10]=[C:9]([NH2:26])[CH:8]=2)[CH:4]=[N:3]1.[CH3:27][C:28]([O-])=O.[Na+].ClCC=O.C([O-])(O)=O.[Na+], predict the reaction product. The product is: [CH3:1][N:2]1[CH:6]=[C:5]([C:7]2[N:12]=[C:11]([C:13]3[CH:14]=[N:15][N:16]([CH2:18][O:19][CH2:20][CH2:21][Si:22]([CH3:23])([CH3:25])[CH3:24])[CH:17]=3)[N:10]3[CH:27]=[CH:28][N:26]=[C:9]3[CH:8]=2)[CH:4]=[N:3]1. (2) Given the reactants [CH:1]1([C:4]([CH:8]2[CH2:10][CH2:9]2)([OH:7])[C:5]#[CH:6])[CH2:3][CH2:2]1.[N:11]([CH2:14][C:15]1[CH:24]=[C:23]2[C:18]([C:19]([C:26]3[CH:31]=[CH:30][CH:29]=[C:28]([F:32])[CH:27]=3)=[CH:20][C:21](=[O:25])[O:22]2)=[CH:17][CH:16]=1)=[N+:12]=[N-:13], predict the reaction product. The product is: [CH:1]1([C:4]([CH:8]2[CH2:10][CH2:9]2)([OH:7])[C:5]2[N:13]=[N:12][N:11]([CH2:14][C:15]3[CH:24]=[C:23]4[C:18]([C:19]([C:26]5[CH:31]=[CH:30][CH:29]=[C:28]([F:32])[CH:27]=5)=[CH:20][C:21](=[O:25])[O:22]4)=[CH:17][CH:16]=3)[CH:6]=2)[CH2:3][CH2:2]1. (3) Given the reactants [CH3:1][O:2][C:3](=[O:16])[CH2:4][CH2:5][NH:6][C:7](=[O:15])[C:8]1[CH:13]=[CH:12][C:11]([OH:14])=[CH:10][CH:9]=1.[Br:17][C:18]1[CH:23]=[CH:22][C:21]([CH:24](O)[CH2:25][CH2:26][CH2:27][CH:28]([CH3:30])[CH3:29])=[CH:20][C:19]=1[CH3:32].C(P(CCCC)CCCC)CCC.N(C(N1CCCCC1)=O)=NC(N1CCCCC1)=O, predict the reaction product. The product is: [CH3:1][O:2][C:3](=[O:16])[CH2:4][CH2:5][NH:6][C:7](=[O:15])[C:8]1[CH:9]=[CH:10][C:11]([O:14][CH:24]([C:21]2[CH:22]=[CH:23][C:18]([Br:17])=[C:19]([CH3:32])[CH:20]=2)[CH2:25][CH2:26][CH2:27][CH:28]([CH3:30])[CH3:29])=[CH:12][CH:13]=1.